From a dataset of Peptide-MHC class I binding affinity with 185,985 pairs from IEDB/IMGT. Regression. Given a peptide amino acid sequence and an MHC pseudo amino acid sequence, predict their binding affinity value. This is MHC class I binding data. The peptide sequence is RPMTFKAAV. The MHC is HLA-A68:01 with pseudo-sequence HLA-A68:01. The binding affinity (normalized) is 0.